From a dataset of NCI-60 drug combinations with 297,098 pairs across 59 cell lines. Regression. Given two drug SMILES strings and cell line genomic features, predict the synergy score measuring deviation from expected non-interaction effect. (1) Drug 1: CC1=C(C=C(C=C1)NC2=NC=CC(=N2)N(C)C3=CC4=NN(C(=C4C=C3)C)C)S(=O)(=O)N.Cl. Drug 2: C1=C(C(=O)NC(=O)N1)F. Cell line: NCI/ADR-RES. Synergy scores: CSS=27.3, Synergy_ZIP=-9.35, Synergy_Bliss=-9.00, Synergy_Loewe=-12.3, Synergy_HSA=-9.96. (2) Drug 1: CC1=C2C(C(=O)C3(C(CC4C(C3C(C(C2(C)C)(CC1OC(=O)C(C(C5=CC=CC=C5)NC(=O)C6=CC=CC=C6)O)O)OC(=O)C7=CC=CC=C7)(CO4)OC(=O)C)O)C)OC(=O)C. Drug 2: CC1=C(C(=CC=C1)Cl)NC(=O)C2=CN=C(S2)NC3=CC(=NC(=N3)C)N4CCN(CC4)CCO. Cell line: NCI/ADR-RES. Synergy scores: CSS=0.664, Synergy_ZIP=-0.811, Synergy_Bliss=-0.0201, Synergy_Loewe=-2.07, Synergy_HSA=-1.26. (3) Drug 1: C1=CC(=C2C(=C1NCCNCCO)C(=O)C3=C(C=CC(=C3C2=O)O)O)NCCNCCO. Drug 2: C1=NC2=C(N=C(N=C2N1C3C(C(C(O3)CO)O)F)Cl)N. Cell line: SK-MEL-2. Synergy scores: CSS=55.3, Synergy_ZIP=-4.59, Synergy_Bliss=-5.61, Synergy_Loewe=-4.85, Synergy_HSA=-0.639. (4) Drug 2: CC(C)CN1C=NC2=C1C3=CC=CC=C3N=C2N. Synergy scores: CSS=-9.28, Synergy_ZIP=3.35, Synergy_Bliss=-3.82, Synergy_Loewe=-6.96, Synergy_HSA=-8.45. Cell line: KM12. Drug 1: CN1CCC(CC1)COC2=C(C=C3C(=C2)N=CN=C3NC4=C(C=C(C=C4)Br)F)OC. (5) Drug 1: C1CCN(CC1)CCOC2=CC=C(C=C2)C(=O)C3=C(SC4=C3C=CC(=C4)O)C5=CC=C(C=C5)O. Drug 2: CC1C(C(CC(O1)OC2CC(CC3=C2C(=C4C(=C3O)C(=O)C5=C(C4=O)C(=CC=C5)OC)O)(C(=O)CO)O)N)O.Cl. Cell line: SNB-19. Synergy scores: CSS=47.4, Synergy_ZIP=7.26, Synergy_Bliss=1.93, Synergy_Loewe=2.16, Synergy_HSA=2.68. (6) Drug 1: C1=C(C(=O)NC(=O)N1)F. Drug 2: C1C(C(OC1N2C=C(C(=O)NC2=O)F)CO)O. Cell line: PC-3. Synergy scores: CSS=60.5, Synergy_ZIP=7.35, Synergy_Bliss=6.70, Synergy_Loewe=6.67, Synergy_HSA=13.6.